From a dataset of Forward reaction prediction with 1.9M reactions from USPTO patents (1976-2016). Predict the product of the given reaction. (1) Given the reactants Br[CH2:2][CH2:3][CH2:4][CH2:5][CH2:6][CH2:7][C:8]1[C:14]2[CH:15]=[CH:16][C:17]([OH:19])=[CH:18][C:13]=2[CH2:12][CH2:11][CH2:10][C:9]=1[C:20]1[CH:25]=[CH:24][CH:23]=[CH:22][CH:21]=1.[F:26][C:27]([F:45])([C:41]([F:44])([F:43])[F:42])[CH2:28][CH2:29][CH2:30][S:31]([CH2:34][CH2:35][CH2:36][NH:37][CH2:38][CH2:39][OH:40])(=[O:33])=[O:32], predict the reaction product. The product is: [OH:40][CH2:39][CH2:38][N:37]([CH2:36][CH2:35][CH2:34][S:31]([CH2:30][CH2:29][CH2:28][C:27]([F:45])([F:26])[C:41]([F:42])([F:43])[F:44])(=[O:32])=[O:33])[CH2:2][CH2:3][CH2:4][CH2:5][CH2:6][CH2:7][C:8]1[C:14]2[CH:15]=[CH:16][C:17]([OH:19])=[CH:18][C:13]=2[CH2:12][CH2:11][CH2:10][C:9]=1[C:20]1[CH:25]=[CH:24][CH:23]=[CH:22][CH:21]=1. (2) Given the reactants C(O[C:6]([N:8]1[CH2:13][CH2:12][CH:11]([S:14][C:15]2[S:16][C:17]3[CH:23]=[CH:22][CH:21]=[CH:20][C:18]=3[N:19]=2)[CH2:10][CH2:9]1)=O)(C)(C)C.FC(F)(F)C(O)=O.[C:31]([N:34]1[CH2:39][CH2:38][CH:37]([C:40]([N:42]([C:47]2[CH:52]=[CH:51][CH:50]=[C:49]([Cl:53])[CH:48]=2)[CH2:43][CH2:44]C[Cl:46])=[O:41])[CH2:36][CH2:35]1)(=[O:33])[CH3:32].C(=O)([O-])[O-].[K+].[K+].[I-].[K+], predict the reaction product. The product is: [ClH:46].[C:31]([N:34]1[CH2:39][CH2:38][CH:37]([C:40]([N:42]([C:47]2[CH:52]=[CH:51][CH:50]=[C:49]([Cl:53])[CH:48]=2)[CH2:43][CH2:44][CH2:6][N:8]2[CH2:9][CH2:10][CH:11]([S:14][C:15]3[S:16][C:17]4[CH:23]=[CH:22][CH:21]=[CH:20][C:18]=4[N:19]=3)[CH2:12][CH2:13]2)=[O:41])[CH2:36][CH2:35]1)(=[O:33])[CH3:32]. (3) The product is: [CH3:1][O:2][C:3]([CH:4]1[CH2:5][CH2:6][C:7]2([CH2:12][CH2:11][CH2:10][CH2:9][CH2:8]2)[CH:13]1[O:14][Si:18]([CH2:21][CH3:22])([CH2:19][CH3:20])[CH2:16][CH3:17])=[O:15]. Given the reactants [CH3:1][O:2][C:3](=[O:15])[CH:4]=[CH:5][CH2:6][C:7]1([CH:13]=[O:14])[CH2:12][CH2:11][CH2:10][CH2:9][CH2:8]1.[CH2:16]([SiH:18]([CH2:21][CH3:22])[CH2:19][CH3:20])[CH3:17].C(=O)(O)[O-].[Na+], predict the reaction product. (4) Given the reactants [NH2:1][C:2]1[CH:11]=[C:10]2[C:5]([C:6]([NH:12][C:13]3[CH:18]=[CH:17][CH:16]=[C:15]([Br:19])[CH:14]=3)=[N:7][CH:8]=[N:9]2)=[CH:4][CH:3]=1.[C:20]([O:27][CH2:28][CH3:29])(=[O:26])/[CH:21]=[CH:22]/[C:23]([O-])=[O:24].Cl.CN(C)CCCN=C=NCC, predict the reaction product. The product is: [CH2:28]([O:27][C:20](=[O:26])[CH:21]=[CH:22][C:23](=[O:24])[NH:1][C:2]1[CH:11]=[C:10]2[C:5]([C:6]([NH:12][C:13]3[CH:18]=[CH:17][CH:16]=[C:15]([Br:19])[CH:14]=3)=[N:7][CH:8]=[N:9]2)=[CH:4][CH:3]=1)[CH3:29]. (5) Given the reactants [CH3:1][S:2](Cl)(=[O:4])=[O:3].[C:6]([O:10][C:11]([N:13]1[CH2:17][CH2:16][C@H:15]([OH:18])[CH2:14]1)=[O:12])([CH3:9])([CH3:8])[CH3:7].N1C=CC=CC=1.C(OCC)(=O)C, predict the reaction product. The product is: [C:6]([O:10][C:11]([N:13]1[CH2:17][CH2:16][C@@H:15]([O:18][S:2]([CH3:1])(=[O:4])=[O:3])[CH2:14]1)=[O:12])([CH3:9])([CH3:7])[CH3:8].